This data is from Forward reaction prediction with 1.9M reactions from USPTO patents (1976-2016). The task is: Predict the product of the given reaction. (1) Given the reactants Cl[C:2]1[CH:7]=[C:6]([C:8]2[N:13]=[C:12]([C:14]([F:17])([F:16])[F:15])[CH:11]=[C:10]([C:18]3[CH:23]=[CH:22][C:21]([C:24]([F:27])([F:26])[F:25])=[CH:20][CH:19]=3)[N:9]=2)[CH:5]=[CH:4][N:3]=1.[C:28]([NH:32][S:33]([C:36]1[CH:37]=[C:38](B(O)O)[CH:39]=[CH:40][CH:41]=1)(=[O:35])=[O:34])([CH3:31])([CH3:30])[CH3:29], predict the reaction product. The product is: [C:28]([NH:32][S:33]([C:36]1[CH:37]=[CH:38][CH:39]=[C:40]([C:2]2[CH:7]=[C:6]([C:8]3[N:13]=[C:12]([C:14]([F:17])([F:16])[F:15])[CH:11]=[C:10]([C:18]4[CH:23]=[CH:22][C:21]([C:24]([F:27])([F:26])[F:25])=[CH:20][CH:19]=4)[N:9]=3)[CH:5]=[CH:4][N:3]=2)[CH:41]=1)(=[O:35])=[O:34])([CH3:31])([CH3:29])[CH3:30]. (2) Given the reactants [CH3:1][O:2][C:3]1[CH:8]=[CH:7][C:6]([CH2:9][C:10]([OH:12])=[O:11])=[C:5]([C:13](=O)[C:14]2[CH:19]=[CH:18][CH:17]=[CH:16][C:15]=2[CH3:20])[CH:4]=1.C(C1C=C(OC)C=CC=1CC(O)=O)(=O)C1C=CC=CC=1, predict the reaction product. The product is: [CH3:1][O:2][C:3]1[CH:8]=[CH:7][C:6]([CH2:9][C:10]([OH:12])=[O:11])=[C:5]([CH2:13][C:14]2[CH:19]=[CH:18][CH:17]=[CH:16][C:15]=2[CH3:20])[CH:4]=1. (3) Given the reactants [C:1]([O:5][C:6]([NH:8][C@@H:9]1[C:23](=[O:24])[N:22]2[CH2:25][C@H:26]([O:28][C:29]3[N:30]=[C:31]4[C:36](=[C:37]5[C:42]=3[CH:41]=[CH:40][C:39]([F:43])=[CH:38]5)[CH:35]=[C:34]([F:44])[CH:33]=[CH:32]4)[CH2:27][C@H:21]2[C:20](=[O:45])[NH:19][C@:18]2([C:47]([O:49]CC)=[O:48])[CH2:46][C@H:17]2[CH:16]=[CH:15][CH2:14][CH2:13][CH2:12][CH2:11][CH2:10]1)=[O:7])([CH3:4])([CH3:3])[CH3:2].C(OC(N[C@@H]1C(=O)N2C[C@H](OC3N=C4C(=C5C=3C=CC=C5)C=CC=C4)C[C@H]2C(=O)N[C@]2(C(OCC)=O)C[C@H]2C=CCCCCC1)=O)(C)(C)C, predict the reaction product. The product is: [C:1]([O:5][C:6]([NH:8][C@@H:9]1[C:23](=[O:24])[N:22]2[CH2:25][C@H:26]([O:28][C:29]3[N:30]=[C:31]4[C:36](=[C:37]5[C:42]=3[CH:41]=[CH:40][C:39]([F:43])=[CH:38]5)[CH:35]=[C:34]([F:44])[CH:33]=[CH:32]4)[CH2:27][C@H:21]2[C:20](=[O:45])[NH:19][C@:18]2([C:47]([OH:49])=[O:48])[CH2:46][C@H:17]2[CH:16]=[CH:15][CH2:14][CH2:13][CH2:12][CH2:11][CH2:10]1)=[O:7])([CH3:4])([CH3:2])[CH3:3]. (4) Given the reactants [NH2:1][CH2:2][CH2:3][CH2:4][OH:5].[C:6]([C:10]1[CH:15]=[CH:14][C:13]([N:16]=[C:17]=[O:18])=[CH:12][CH:11]=1)([CH3:9])([CH3:8])[CH3:7].C(OCC)(=O)C, predict the reaction product. The product is: [C:6]([C:10]1[CH:15]=[CH:14][C:13]([NH:16][C:17]([NH:1][CH2:2][CH2:3][CH2:4][OH:5])=[O:18])=[CH:12][CH:11]=1)([CH3:9])([CH3:7])[CH3:8]. (5) Given the reactants [OH:1][C:2]1[CH:7]=[CH:6][C:5]([NH:8][C:9](=[O:11])[CH3:10])=[CH:4][CH:3]=1.Cl[C:13]1[N:14]=[C:15]([OH:23])[C:16]2[CH:22]=[CH:21][N:20]=[CH:19][C:17]=2[N:18]=1, predict the reaction product. The product is: [OH:23][C:15]1[C:16]2[CH:22]=[CH:21][N:20]=[CH:19][C:17]=2[N:18]=[C:13]([O:1][C:2]2[CH:3]=[CH:4][C:5]([NH:8][C:9](=[O:11])[CH3:10])=[CH:6][CH:7]=2)[N:14]=1. (6) Given the reactants Cl[C:2]1[N:24]=[C:5]2[C:6]([C:10]#[C:11][C:12]3[CH:17]=[CH:16][CH:15]=[CH:14][C:13]=3[N:18]([CH3:23])[S:19]([CH3:22])(=[O:21])=[O:20])=[CH:7][CH:8]=[CH:9][N:4]2[N:3]=1.[CH3:25][N:26]1[CH2:31][CH2:30][N:29]([C:32]2[CH:33]=[C:34]([CH:36]=[CH:37][CH:38]=2)[NH2:35])[CH2:28][CH2:27]1.C1(P(C2CCCCC2)C2C=CC=CC=2C2C=CC=CC=2P(C2CCCCC2)C2CCCCC2)CCCCC1, predict the reaction product. The product is: [CH3:23][N:18]([C:13]1[CH:14]=[CH:15][CH:16]=[CH:17][C:12]=1[C:11]#[C:10][C:6]1[C:5]2[N:4]([N:3]=[C:2]([NH:35][C:34]3[CH:36]=[CH:37][CH:38]=[C:32]([N:29]4[CH2:28][CH2:27][N:26]([CH3:25])[CH2:31][CH2:30]4)[CH:33]=3)[N:24]=2)[CH:9]=[CH:8][CH:7]=1)[S:19]([CH3:22])(=[O:21])=[O:20].